This data is from Retrosynthesis with 50K atom-mapped reactions and 10 reaction types from USPTO. The task is: Predict the reactants needed to synthesize the given product. (1) Given the product COc1c(Br)cc(C(=O)N2C(=O)COc3ccncc32)cc1Br, predict the reactants needed to synthesize it. The reactants are: COc1c(Br)cc(C(=O)Cl)cc1Br.O=C1COc2ccncc2N1. (2) Given the product CCCc1nc(C)n(Cc2ccccc2C(=O)O)c(=O)c1Cc1ccc(-c2ccccc2-c2noc(=O)[nH]2)cc1, predict the reactants needed to synthesize it. The reactants are: CCCc1nc(C)n(Cc2ccccc2C(=O)OC)c(=O)c1Cc1ccc(-c2ccccc2-c2noc(=O)[nH]2)cc1.